From a dataset of Drug-target binding data from BindingDB using IC50 measurements. Regression. Given a target protein amino acid sequence and a drug SMILES string, predict the binding affinity score between them. We predict pIC50 (pIC50 = -log10(IC50 in M); higher means more potent). Dataset: bindingdb_ic50. (1) The small molecule is C[C@H](c1nc2ncccc2c(=O)n1-c1ccc(C#N)cc1)N(CC1CCS(=O)(=O)CC1)C(=O)Cc1ccc(F)c(C(F)(F)F)c1. The target protein (P49682) has sequence MVLEVSDHQVLNDAEVAALLENFSSSYDYGENESDSCCTSPPCPQDFSLNFDRAFLPALYSLLFLLGLLGNGAVAAVLLSRRTALSSTDTFLLHLAVADTLLVLTLPLWAVDAAVQWVFGSGLCKVAGALFNINFYAGALLLACISFDRYLNIVHATQLYRRGPPARVTLTCLAVWGLCLLFALPDFIFLSAHHDERLNATHCQYNFPQVGRTALRVLQLVAGFLLPLLVMAYCYAHILAVLLVSRGQRRLRAMRLVVVVVVAFALCWTPYHLVVLVDILMDLGALARNCGRESRVDVAKSVTSGLGYMHCCLNPLLYAFVGVKFRERMWMLLLRLGCPNQRGLQRQPSSSRRDSSWSETSEASYSGL. The pIC50 is 8.1. (2) The target protein sequence is MADPKTKGRGSGGNGSGRRLVIVESPTKARKLASYLGSGYIVESSRGHIRDLPRAASDVPAKYKSQPWARLGVNVDADFEPLYIISPEKRSTVSELRGLLKDVDELYLATDGDREGEAIAWHLLETLKPRIPVKRMVFHEITEPAIRAAAEHPRDLDIDLVDAQETRRILDRLYGYEVSPVLWKKVAPKLSAGRVQSVATRIIVARERDRMAFRSAAYWDILAKLDASVSDPDAAPPTFSARLTAVAGRRVATGRDFDSLGTLRKGDEVIVLDEGSATALAAGLDGTQLTVASAEEKPYARRPYPPFMTSTLQQEASRKLRFSAERTMSIAQRLYENGYITYMRTDSTTLSESAINAARTQARQLYGDEYVAPAPRQYTRKVKNAQEAHEAIRPAGETFATPDAVRRELDGPNIDDFRLYELIWQRTVASQMADARGMTLSLRITGMSGHQEVVFSATGRTLTFPGFLKAYVETVDELVGGEADDAERRLPHLTPGQRLD.... The small molecule is Nc1ccc2c(c1)Oc1c(N3CCOCC3)c(F)cc3c(=O)c(C(=O)O)cn-2c13. The pIC50 is 6.3. (3) The small molecule is CCOC(=O)/N=c1\sn(C(=O)OCC)c(=S)n1-c1ccccc1. The target is XTSFAESXKPVQQPSAFGS. The pIC50 is 4.0. (4) The drug is CCCn1nc(C)c(N[S+](=O)([O-])c2c(C)cc(OC)c(C)c2C)c1C. The target protein sequence is MTDKAFTEHQFWSTQPVRQPGAPDADKVGFIMESSLDAVPAEPYSLPSTFEWWSPDVANPEDLRGVHELLRDNYVEDSESMFRFNYSEEFLRWALMPPGYHQSWHVGVRLKSNKSVLGFVAGVPITMRLGTPKMVLEKREHGEDGGEEVINDYLEPQTICEINFLCVHKKLRQRRLGPILIKEVTRRVNLMNIWHAVYTSGTLLPTPFAKGHYFHRSLNSQKLVDVKFSGIPPHYKRFQNPVAVMERLYRLPDKTKTRGLRLMEPADVPQVTQLLLKRLASFDVAPVFNEEEVAHYFLPREGVVFSYVVESPVGPGKDEENAGKASKGTPTGTKCVTGGCEKVITDFFSFYSLPSTIIGNSNHSLLKVAYVYYTAATSVSITQLVNDLLIIVKLNGFDVCNVVDIYDNGTYLKELKFSPGDGNLYYYFYNWSYPSIPANEVGLVMV. The pIC50 is 4.5. (5) The pIC50 is 7.4. The target protein (Q924U1) has sequence MAAEATLGPNVSWWAPSNASGCPGCGVNASDGPGSAPRPLDAWLVPLFFAALMLLGLVGNSLVIFVICRHKHMQTVTNFYIANLAATDVTFLLCCVPFTALLYPLPTWVLGDFMCKFVNYIQQVSVQATCATLTAMSVDRWYVTVFPLRALHRRTPRLALTVSLSIWVGSAAVSAPVLALHRLSPGPHTYCSEAFPSRALERAFALYNLLALYLLPLLATCACYGAMLRHLGRAAVRPAPTDGALQGQLLAQRAGAVRTKVSRLVAAVVLLFAACWGPIQLFLVLQALGPSGAWHPRSYAAYALKIWAHCMSYSNSALNPLLYAFLGSHFRQAFCRVCPCGPQRQRRPHASAHSDRAAPHSVPHSRAAHPVRVRTPEPGNPVRRSPSVQDEHTAPL. The small molecule is N#Cc1c(-c2cccc(NC(=O)C[C@H]3CCCN3)c2)cc(-c2ccc(F)cc2O)nc1NC(=O)c1ccco1.